This data is from Reaction yield outcomes from USPTO patents with 853,638 reactions. The task is: Predict the reaction yield, written as a fraction of the theoretical maximum amount of product (1.0 means a 100% yield; for example, 0.34 means a 34% yield). (1) The reactants are [Cl:1][C:2]1[N:7]=[CH:6][C:5]([CH2:8][NH:9][C:10]2[C:11](=O)[O:12][CH2:13][CH:14]=2)=[CH:4][CH:3]=1.[H-].[Na+].Br[CH2:19][CH:20]=[C:21]([Cl:23])[Cl:22].C[OH:25]. The product is [Cl:1][C:2]1[N:7]=[CH:6][C:5]([CH2:8][N:9]([CH2:19][CH:20]=[C:21]([Cl:23])[Cl:22])[C:10]2[CH2:11][O:12][C:13](=[O:25])[CH:14]=2)=[CH:4][CH:3]=1. The catalyst is O1CCCC1. The yield is 0.500. (2) The reactants are [NH2:1][CH2:2][CH2:3][CH2:4][CH2:5][C@H:6]([NH:14][C:15](=[O:34])[NH:16][C@@H:17]([CH2:25][CH2:26][C:27]([O:29][C:30]([CH3:33])([CH3:32])[CH3:31])=[O:28])[C:18]([O:20][C:21]([CH3:24])([CH3:23])[CH3:22])=[O:19])[C:7]([O:9][C:10]([CH3:13])([CH3:12])[CH3:11])=[O:8].[CH2:35]1[C:40](=[O:41])[N:39]([O:42][C:43]([CH2:45][CH2:46][CH2:47][CH2:48][CH2:49][CH2:50][C:51](ON2C(=O)CCC2=O)=[O:52])=[O:44])[C:37](=[O:38])[CH2:36]1. The catalyst is CN(C=O)C. The product is [C:10]([O:9][C:7](=[O:8])[C@@H:6]([NH:14][C:15](=[O:34])[NH:16][C@@H:17]([CH2:25][CH2:26][C:27]([O:29][C:30]([CH3:33])([CH3:32])[CH3:31])=[O:28])[C:18]([O:20][C:21]([CH3:22])([CH3:23])[CH3:24])=[O:19])[CH2:5][CH2:4][CH2:3][CH2:2][NH:1][C:51](=[O:52])[CH2:50][CH2:49][CH2:48][CH2:47][CH2:46][CH2:45][C:43]([O:42][N:39]1[C:40](=[O:41])[CH2:35][CH2:36][C:37]1=[O:38])=[O:44])([CH3:13])([CH3:12])[CH3:11]. The yield is 0.730. (3) The reactants are [Mg].Br[CH:3]([CH3:8])[CH2:4][CH2:5][CH:6]=[CH2:7].[CH2:9]1[O:12][C@H:10]1[CH3:11]. The catalyst is C1COCC1.[Cu](Br)Br.II. The product is [CH3:7][CH:6]([CH2:5][CH2:4][CH:3]=[CH2:8])[CH2:9][C@@H:10]([OH:12])[CH3:11]. The yield is 0.300. (4) The reactants are [CH:1]([N:14]1[C:22]2[C:17](=[CH:18][C:19]([Cl:23])=[CH:20][CH:21]=2)[C:16]([CH2:24][CH2:25][S:26]([C:29]2[CH:34]=[CH:33][C:32]([CH2:35][CH2:36][C:37]([O:39][CH2:40][CH3:41])=[O:38])=[CH:31][CH:30]=2)(=[O:28])=[O:27])=[C:15]1[CH2:42][CH2:43]OS(C)(=O)=O)([C:8]1[CH:13]=[CH:12][CH:11]=[CH:10][CH:9]=1)[C:2]1[CH:7]=[CH:6][CH:5]=[CH:4][CH:3]=1.[N-:49]=[N+:50]=[N-:51].[Na+].CN(C=O)C. The catalyst is O. The product is [N:49]([CH2:43][CH2:42][C:15]1[N:14]([CH:1]([C:2]2[CH:3]=[CH:4][CH:5]=[CH:6][CH:7]=2)[C:8]2[CH:9]=[CH:10][CH:11]=[CH:12][CH:13]=2)[C:22]2[C:17]([C:16]=1[CH2:24][CH2:25][S:26]([C:29]1[CH:34]=[CH:33][C:32]([CH2:35][CH2:36][C:37]([O:39][CH2:40][CH3:41])=[O:38])=[CH:31][CH:30]=1)(=[O:28])=[O:27])=[CH:18][C:19]([Cl:23])=[CH:20][CH:21]=2)=[N+:50]=[N-:51]. The yield is 0.960. (5) The reactants are [O:1]=[C:2]1[CH:7]=[C:6]([CH2:8][CH2:9][C:10]2[CH:15]=[CH:14][CH:13]=[CH:12][CH:11]=2)[CH:5]=[CH:4][N:3]1[C:16]1[CH:17]=[C:18]2[C:22](=[CH:23][CH:24]=1)[N:21]([CH2:25][CH2:26][N:27]1[CH2:32][CH2:31][N:30](C(OC(C)(C)C)=O)[CH2:29][CH2:28]1)[N:20]=[CH:19]2.[ClH:40].C(Cl)[Cl:42]. The catalyst is CO.CCOCC. The product is [ClH:42].[ClH:40].[CH2:8]([C:6]1[CH:5]=[CH:4][N:3]([C:16]2[CH:17]=[C:18]3[C:22](=[CH:23][CH:24]=2)[N:21]([CH2:25][CH2:26][N:27]2[CH2:32][CH2:31][NH:30][CH2:29][CH2:28]2)[N:20]=[CH:19]3)[C:2](=[O:1])[CH:7]=1)[CH2:9][C:10]1[CH:15]=[CH:14][CH:13]=[CH:12][CH:11]=1. The yield is 0.690.